Predict the reactants needed to synthesize the given product. From a dataset of Full USPTO retrosynthesis dataset with 1.9M reactions from patents (1976-2016). (1) Given the product [F:20][C:21]1[CH:22]=[C:23]([CH:24]=[CH:25][C:26]=1[N+:27]([O-:29])=[O:28])[O:30][CH2:38][CH2:37][N:31]1[CH2:36][CH2:35][O:34][CH2:33][CH2:32]1, predict the reactants needed to synthesize it. The reactants are: C1(P(C2C=CC=CC=2)C2C=CC=CC=2)C=CC=CC=1.[F:20][C:21]1[CH:22]=[C:23]([OH:30])[CH:24]=[CH:25][C:26]=1[N+:27]([O-:29])=[O:28].[N:31]1([CH2:37][CH2:38]O)[CH2:36][CH2:35][O:34][CH2:33][CH2:32]1.C1(P(=O)(C2C=CC=CC=2)C2C=CC=CC=2)C=CC=CC=1. (2) Given the product [C:1]([O:5][C:6](=[O:7])[N:8]([C@@H:10]([C:11](=[O:12])[NH:55][CH3:52])[CH2:14][C:15]1[CH:20]=[CH:19][CH:18]=[CH:17][C:16]=1[F:21])[CH3:9])([CH3:4])([CH3:3])[CH3:2], predict the reactants needed to synthesize it. The reactants are: [C:1]([O:5][C:6]([N:8]([C@H:10]([CH2:14][C:15]1[CH:20]=[CH:19][CH:18]=[CH:17][C:16]=1[F:21])[C:11](O)=[O:12])[CH3:9])=[O:7])([CH3:4])([CH3:3])[CH3:2].CCCCC(F)(F)C(O)CC[C@@H]1[C@@H](CCCCCCC(O)=O)C(=O)C[C@H]1O.C1CC[CH:52]([NH:55]C2CCCCC2)CC1.O.ON1C2C=CC=CC=2N=N1.Cl.CN(C)CCCN=C=NCC.CN.C(N(C(C)C)CC)(C)C.